From a dataset of Forward reaction prediction with 1.9M reactions from USPTO patents (1976-2016). Predict the product of the given reaction. (1) Given the reactants [F:1][C:2]1[CH:7]=[CH:6][C:5]([NH:8][CH2:9][CH2:10][C:11]2[CH:16]=[CH:15][CH:14]=[C:13]([O:17][CH3:18])[CH:12]=2)=[CH:4][CH:3]=1.[CH2:19]([O:26][C:27]1[CH:32]=[CH:31][C:30]([CH2:33][C:34]([Cl:36])=[O:35])=[CH:29][CH:28]=1)[C:20]1[CH:25]=[CH:24][CH:23]=[CH:22][CH:21]=1.[C:37]([Cl:42])(=O)C(Cl)=O, predict the reaction product. The product is: [F:1][C:2]1[CH:3]=[CH:4][C:5]([N:8]([CH2:9][CH2:10][C:11]2[CH:16]=[CH:15][CH:14]=[C:13]([O:17][CH3:18])[CH:12]=2)[C:34](=[O:35])[CH2:33][C:30]2[CH:31]=[CH:32][C:27]([O:26][CH2:19][C:20]3[CH:25]=[CH:24][CH:23]=[CH:22][CH:21]=3)=[CH:28][CH:29]=2)=[CH:6][CH:7]=1.[CH2:37]([Cl:42])[Cl:36]. (2) Given the reactants FC(F)(F)C1C=CC2NC3C=CC=CC=3N=CC=2C=1N1CCN[C@@H](CCOC)C1.Cl.[CH3:31][C:32]1[S:41][C:40]2[NH:39][C:38]3[CH:42]=[CH:43][CH:44]=[CH:45][C:37]=3[N:36]=[C:35]([NH2:46])[C:34]=2[CH:33]=1.[O:47]([CH2:54][C@H:55]1[CH2:60]N[CH2:58][CH2:57][NH:56]1)[C:48]1[CH:53]=[CH:52][CH:51]=[CH:50][CH:49]=1, predict the reaction product. The product is: [O:47]([CH2:54][C@@H:55]1[NH:56][CH2:57][CH2:58][N:46]([C:35]2[C:34]3[CH:33]=[C:32]([CH3:31])[S:41][C:40]=3[NH:39][C:38]3[CH:42]=[CH:43][CH:44]=[CH:45][C:37]=3[N:36]=2)[CH2:60]1)[C:48]1[CH:53]=[CH:52][CH:51]=[CH:50][CH:49]=1. (3) Given the reactants [Br:1][C:2]1[CH:20]=[CH:19][C:5]2[C:6]([CH:16]([CH3:18])[CH3:17])=[N:7][C:8]3[C:9](I)=[CH:10][NH:11][C:12](=[O:14])[C:13]=3[C:4]=2[CH:3]=1.[C:21]([NH2:25])(=[O:24])[C:22]#[CH:23], predict the reaction product. The product is: [Br:1][C:2]1[CH:20]=[CH:19][C:5]2[C:6]([CH:16]([CH3:18])[CH3:17])=[N:7][C:8]3[C:9]([C:23]#[C:22][C:21]([NH2:25])=[O:24])=[CH:10][NH:11][C:12](=[O:14])[C:13]=3[C:4]=2[CH:3]=1. (4) Given the reactants C[O:2][C:3](=[O:37])[CH2:4][C@H:5]([OH:36])[CH2:6][C@H:7]([OH:35])[CH:8]=[CH:9][C:10]1[N:11]([CH:32]([CH3:34])[CH3:33])[C:12]([C:28](=[O:31])[NH:29][CH3:30])=[C:13]([C:22]2[CH:27]=[CH:26][CH:25]=[CH:24][CH:23]=2)[C:14]=1[C:15]1[CH:20]=[CH:19][C:18]([F:21])=[CH:17][CH:16]=1.C(O)C.O.[OH-].[Na+:43], predict the reaction product. The product is: [Na+:43].[F:21][C:18]1[CH:19]=[CH:20][C:15]([C:14]2[C:13]([C:22]3[CH:27]=[CH:26][CH:25]=[CH:24][CH:23]=3)=[C:12]([C:28](=[O:31])[NH:29][CH3:30])[N:11]([CH:32]([CH3:34])[CH3:33])[C:10]=2[CH:9]=[CH:8][C@@H:7]([OH:35])[CH2:6][C@@H:5]([OH:36])[CH2:4][C:3]([O-:37])=[O:2])=[CH:16][CH:17]=1.